From a dataset of Full USPTO retrosynthesis dataset with 1.9M reactions from patents (1976-2016). Predict the reactants needed to synthesize the given product. (1) Given the product [NH2:1][C:2](=[O:20])[CH2:3][N:4]([C:9]1[CH:10]=[C:11]([CH:15]=[CH:16][C:17]=1[O:18][CH3:19])[C:12]([O:14][CH2:22][C:23]([O:25][CH2:26][C:27]1[CH:32]=[CH:31][CH:30]=[CH:29][CH:28]=1)=[O:24])=[O:13])[S:5]([CH3:8])(=[O:7])=[O:6], predict the reactants needed to synthesize it. The reactants are: [NH2:1][C:2](=[O:20])[CH2:3][N:4]([C:9]1[CH:10]=[C:11]([CH:15]=[CH:16][C:17]=1[O:18][CH3:19])[C:12]([OH:14])=[O:13])[S:5]([CH3:8])(=[O:7])=[O:6].O[CH2:22][C:23]([O:25][CH2:26][C:27]1[CH:32]=[CH:31][CH:30]=[CH:29][CH:28]=1)=[O:24].C(Cl)CCl. (2) Given the product [OH:33][C:32]1[C:31]2[C:26](=[N:27][CH:28]=[CH:29][CH:30]=2)[N:25]([CH2:34][CH2:35][CH:36]([CH3:37])[CH3:38])[C:24](=[O:39])[C:23]=1[C:18]1[NH:17][C:16]2[CH:40]=[CH:41][C:13]([NH:12][S:2]([NH:5][C:6](=[O:7])[O:11][CH2:10][CH2:9][Cl:8])(=[O:4])=[O:3])=[CH:14][C:15]=2[S:20](=[O:21])(=[O:22])[N:19]=1, predict the reactants needed to synthesize it. The reactants are: Cl[S:2]([N:5]=[C:6]=[O:7])(=[O:4])=[O:3].[Cl:8][CH2:9][CH2:10][OH:11].[NH2:12][C:13]1[CH:41]=[CH:40][C:16]2[NH:17][C:18]([C:23]3[C:24](=[O:39])[N:25]([CH2:34][CH2:35][CH:36]([CH3:38])[CH3:37])[C:26]4[C:31]([C:32]=3[OH:33])=[CH:30][CH:29]=[CH:28][N:27]=4)=[N:19][S:20](=[O:22])(=[O:21])[C:15]=2[CH:14]=1.C(N(CC)CC)C.Cl.